Dataset: Full USPTO retrosynthesis dataset with 1.9M reactions from patents (1976-2016). Task: Predict the reactants needed to synthesize the given product. (1) Given the product [CH3:1][CH:2]1[CH2:9][C@H:8]2[C@H:4]([CH2:5][N:6]([C:28]([C:26]3[N:27]=[C:23]([CH3:22])[S:24][C:25]=3[C:31]3[CH:32]=[C:33]([CH3:37])[CH:34]=[CH:35][CH:36]=3)=[O:29])[C@@H:7]2[CH2:10][NH:11][C:12]([C:14]2[N:15]=[C:16]3[N:20]([CH:21]=2)[CH:19]=[CH:18][S:17]3)=[O:13])[CH2:3]1, predict the reactants needed to synthesize it. The reactants are: [CH3:1][CH:2]1[CH2:9][C@H:8]2[C@H:4]([CH2:5][NH:6][C@@H:7]2[CH2:10][NH:11][C:12]([C:14]2[N:15]=[C:16]3[N:20]([CH:21]=2)[CH:19]=[CH:18][S:17]3)=[O:13])[CH2:3]1.[CH3:22][C:23]1[S:24][C:25]([C:31]2[CH:32]=[C:33]([CH3:37])[CH:34]=[CH:35][CH:36]=2)=[C:26]([C:28](O)=[O:29])[N:27]=1. (2) Given the product [Cl:3][C:4]1[CH:5]=[CH:6][C:7]([CH2:8][NH:9][C:10]([C:12]2([NH2:18])[CH2:13][CH2:14][N:15]([C:22]3[C:23]4[CH:30]=[CH:29][NH:28][C:24]=4[N:25]=[CH:26][N:27]=3)[CH2:16][CH2:17]2)=[O:11])=[CH:19][CH:20]=1, predict the reactants needed to synthesize it. The reactants are: Cl.Cl.[Cl:3][C:4]1[CH:20]=[CH:19][C:7]([CH2:8][NH:9][C:10]([C:12]2([NH2:18])[CH2:17][CH2:16][NH:15][CH2:14][CH2:13]2)=[O:11])=[CH:6][CH:5]=1.Cl[C:22]1[C:23]2[CH:30]=[CH:29][NH:28][C:24]=2[N:25]=[CH:26][N:27]=1.C(N(CC)CC)C. (3) Given the product [Br:19][C:20]1[CH:26]=[CH:25][C:23]([N:24]2[C:5]([C:6]3[CH:11]=[CH:10][CH:9]=[CH:8][CH:7]=3)=[N:4][N:3]=[C:2]2[C:13]2[CH:18]=[CH:17][CH:16]=[CH:15][CH:14]=2)=[CH:22][CH:21]=1, predict the reactants needed to synthesize it. The reactants are: Cl[C:2]([C:13]1[CH:18]=[CH:17][CH:16]=[CH:15][CH:14]=1)=[N:3][N:4]=[C:5](Cl)[C:6]1[CH:11]=[CH:10][CH:9]=[CH:8][CH:7]=1.[Br:19][C:20]1[CH:26]=[CH:25][C:23]([NH2:24])=[CH:22][CH:21]=1.CN(C)C1C=CC=CC=1. (4) Given the product [CH2:36]([N:43]1[CH2:47][C@H:46]2[C@H:48]([NH:51][C:33]([C:28]3([C:22]4[CH:23]=[CH:24][CH:25]=[CH:26][CH:27]=4)[CH2:29][CH2:30][CH2:31][CH2:32]3)=[O:35])[CH2:49][CH2:50][C@H:45]2[CH2:44]1)[C:37]1[CH:38]=[CH:39][CH:40]=[CH:41][CH:42]=1, predict the reactants needed to synthesize it. The reactants are: ON1C2C=CC=CC=2N=N1.CC[N+](CCCN(C)C)=C=N.[C:22]1([C:28]2([C:33]([OH:35])=O)[CH2:32][CH2:31][CH2:30][CH2:29]2)[CH:27]=[CH:26][CH:25]=[CH:24][CH:23]=1.[CH2:36]([N:43]1[CH2:47][C@H:46]2[CH:48]([NH2:51])[CH2:49][CH2:50][C@H:45]2[CH2:44]1)[C:37]1[CH:42]=[CH:41][CH:40]=[CH:39][CH:38]=1. (5) Given the product [OH:19][CH2:18][C:17]1[C:12]([NH:11][CH2:10][CH2:9][NH:8][C:6](=[O:7])[O:5][C:1]([CH3:3])([CH3:2])[CH3:4])=[N:13][C:14]([S:23][CH3:24])=[N:15][CH:16]=1, predict the reactants needed to synthesize it. The reactants are: [C:1]([O:5][C:6]([NH:8][CH2:9][CH2:10][NH:11][C:12]1[C:17]([C:18](OCC)=[O:19])=[CH:16][N:15]=[C:14]([S:23][CH3:24])[N:13]=1)=[O:7])([CH3:4])([CH3:3])[CH3:2].[H-].[H-].[H-].[H-].[Li+].[Al+3].O.[OH-].[Na+]. (6) Given the product [Cl:1][C:2]1[C:7]([C:8]2[CH:13]=[CH:12][CH:11]=[CH:10][CH:9]=2)=[C:6]([O:19][CH3:18])[N:5]2[N:15]=[CH:16][CH:17]=[C:4]2[N:3]=1, predict the reactants needed to synthesize it. The reactants are: [Cl:1][C:2]1[C:7]([C:8]2[CH:13]=[CH:12][CH:11]=[CH:10][CH:9]=2)=[C:6](Cl)[N:5]2[N:15]=[CH:16][CH:17]=[C:4]2[N:3]=1.[CH3:18][O-:19].[Na+].